Task: Predict the reaction yield, written as a fraction of the theoretical maximum amount of product (1.0 means a 100% yield; for example, 0.34 means a 34% yield).. Dataset: Reaction yield outcomes from USPTO patents with 853,638 reactions (1) The reactants are [OH:1][C:2]1[CH:11]=[CH:10][CH:9]=[C:8]2[C:3]=1[CH:4]=[CH:5][N:6]=[CH:7]2.C(N(CC)CC)C.[S:19](O[S:19]([C:22]([F:25])([F:24])[F:23])(=[O:21])=[O:20])([C:22]([F:25])([F:24])[F:23])(=[O:21])=[O:20]. The catalyst is ClCCl. The product is [F:23][C:22]([F:25])([F:24])[S:19]([O:1][C:2]1[CH:11]=[CH:10][CH:9]=[C:8]2[C:3]=1[CH:4]=[CH:5][N:6]=[CH:7]2)(=[O:21])=[O:20]. The yield is 0.500. (2) The product is [Br:6][C:7]1[CH:12]=[CH:11][C:10]([N+:13]([O-:15])=[O:14])=[CH:9][C:8]=1[N:16]([CH2:2][C:3]([CH3:5])=[CH2:4])[C:17](=[O:19])[CH3:18]. The reactants are Br[CH2:2][C:3]([CH3:5])=[CH2:4].[Br:6][C:7]1[CH:12]=[CH:11][C:10]([N+:13]([O-:15])=[O:14])=[CH:9][C:8]=1[NH:16][C:17](=[O:19])[CH3:18].C(=O)([O-])[O-].[K+].[K+]. The catalyst is CN(C=O)C. The yield is 0.850. (3) The reactants are [C:1]([C:3]1[CH:8]=[C:7]([O:9][CH3:10])[C:6]([OH:11])=[CH:5][C:4]=1[N:12]=[CH:13][N:14]([CH3:16])[CH3:15])#[N:2].O[CH2:18][C@H:19]1[CH2:23][CH2:22][CH2:21][N:20]1[C:24]([O:26][C:27]([CH3:30])([CH3:29])[CH3:28])=[O:25].C1(P(C2C=CC=CC=2)C2C=CC=CC=2)C=CC=CC=1.N(C(OCC)=O)=NC(OCC)=O. The catalyst is ClCCl. The product is [C:1]([C:3]1[C:4](/[N:12]=[CH:13]/[N:14]([CH3:15])[CH3:16])=[CH:5][C:6]([O:11][CH2:18][C@H:19]2[CH2:23][CH2:22][CH2:21][N:20]2[C:24]([O:26][C:27]([CH3:28])([CH3:30])[CH3:29])=[O:25])=[C:7]([O:9][CH3:10])[CH:8]=1)#[N:2]. The yield is 0.990. (4) The reactants are [CH2:1]([S:8][CH:9]([CH:34](OC)[O:35]C)[CH2:10][NH:11][C:12]([C:14]1[NH:15][C:16]2[C:21]([CH:22]=1)=[C:20]([CH3:23])[CH:19]=[CH:18][C:17]=2[N:24]([CH3:33])[S:25]([C:28]1[S:29][CH:30]=[CH:31][CH:32]=1)(=[O:27])=[O:26])=[O:13])[C:2]1[CH:7]=[CH:6][CH:5]=[CH:4][CH:3]=1.CC(C)=O. The catalyst is O. The product is [CH2:1]([S:8][CH:9]([CH:34]=[O:35])[CH2:10][NH:11][C:12]([C:14]1[NH:15][C:16]2[C:21]([CH:22]=1)=[C:20]([CH3:23])[CH:19]=[CH:18][C:17]=2[N:24]([CH3:33])[S:25]([C:28]1[S:29][CH:30]=[CH:31][CH:32]=1)(=[O:27])=[O:26])=[O:13])[C:2]1[CH:3]=[CH:4][CH:5]=[CH:6][CH:7]=1. The yield is 1.00. (5) The reactants are [Cl:1][C:2]1[N:10]=[CH:9][N:8]=[C:7]2[C:3]=1[N:4]=[CH:5][NH:6]2.[O:11]1[CH:16]=[CH:15][CH2:14][CH2:13][CH2:12]1.CC1C=CC(S(O)(=O)=O)=CC=1. The catalyst is CCOC(C)=O.O. The product is [Cl:1][C:2]1[N:10]=[CH:9][N:8]=[C:7]2[C:3]=1[N:4]=[CH:5][N:6]2[CH:12]1[CH2:13][CH2:14][CH2:15][CH2:16][O:11]1. The yield is 0.690. (6) The reactants are [CH3:1][O:2][C:3]1[CH:4]=[C:5]2[C:9](=[CH:10][CH:11]=1)[NH:8][CH:7]=[CH:6]2.[C:12]1(B(O)O)[CH:17]=[CH:16][CH:15]=[CH:14][CH:13]=1. The catalyst is C(O)(=O)C.CC([O-])=O.CC([O-])=O.[Pd+2].C([O-])(=O)C.[Cu+2].C([O-])(=O)C. The product is [CH3:1][O:2][C:3]1[CH:4]=[C:5]2[C:9](=[CH:10][CH:11]=1)[NH:8][C:7]([C:12]1[CH:17]=[CH:16][CH:15]=[CH:14][CH:13]=1)=[CH:6]2. The yield is 0.240. (7) The reactants are O[CH:2]1[CH2:7][CH2:6][CH:5]([C:8]([O:10][C:11]([CH3:14])([CH3:13])[CH3:12])=[O:9])[CH2:4][CH2:3]1.CCN(S(F)(F)[F:21])CC. The catalyst is ClCCl. The product is [F:21][CH:2]1[CH2:7][CH2:6][CH:5]([C:8]([O:10][C:11]([CH3:14])([CH3:13])[CH3:12])=[O:9])[CH2:4][CH2:3]1. The yield is 0.250.